This data is from Full USPTO retrosynthesis dataset with 1.9M reactions from patents (1976-2016). The task is: Predict the reactants needed to synthesize the given product. (1) Given the product [F:31][C:2]1([F:1])[CH2:3][CH2:4][CH:5]([NH:8][C:9]2[C:14]3[C:15]([C:40]4[CH:45]=[CH:44][CH:43]=[CH:42][N:41]=4)=[N:16][NH:17][C:13]=3[CH:12]=[CH:11][N:10]=2)[CH2:6][CH2:7]1, predict the reactants needed to synthesize it. The reactants are: [F:1][C:2]1([F:31])[CH2:7][CH2:6][CH:5]([NH:8][C:9]2[C:14]3[C:15]([Sn](C)(C)C)=[N:16][N:17](CC4C=CC(OC)=CC=4)[C:13]=3[CH:12]=[CH:11][N:10]=2)[CH2:4][CH2:3]1.FC1(F)CCC(N[C:40]2[C:45]3C(I)=NN(CC4C=CC(OC)=CC=4)[C:44]=3[CH:43]=[CH:42][N:41]=2)CC1.C[Sn](C)(C)[Sn](C)(C)C. (2) Given the product [CH3:20][O:19][C:17]1[C:16]([N+:21]([O-:23])=[O:22])=[C:15]([O:24][CH3:25])[N:14]=[C:13]([NH:1][CH2:2][CH2:3][NH:4][C:5](=[O:11])[O:6][C:7]([CH3:8])([CH3:10])[CH3:9])[N:18]=1, predict the reactants needed to synthesize it. The reactants are: [NH2:1][CH2:2][CH2:3][NH:4][C:5](=[O:11])[O:6][C:7]([CH3:10])([CH3:9])[CH3:8].Cl[C:13]1[N:18]=[C:17]([O:19][CH3:20])[C:16]([N+:21]([O-:23])=[O:22])=[C:15]([O:24][CH3:25])[N:14]=1.C(N(CC)CC)C.